Dataset: NCI-60 drug combinations with 297,098 pairs across 59 cell lines. Task: Regression. Given two drug SMILES strings and cell line genomic features, predict the synergy score measuring deviation from expected non-interaction effect. (1) Drug 1: CCCCC(=O)OCC(=O)C1(CC(C2=C(C1)C(=C3C(=C2O)C(=O)C4=C(C3=O)C=CC=C4OC)O)OC5CC(C(C(O5)C)O)NC(=O)C(F)(F)F)O. Drug 2: C1CNP(=O)(OC1)N(CCCl)CCCl. Cell line: SR. Synergy scores: CSS=41.8, Synergy_ZIP=-5.82, Synergy_Bliss=-12.3, Synergy_Loewe=-31.1, Synergy_HSA=-11.9. (2) Drug 1: COC1=C(C=C2C(=C1)N=CN=C2NC3=CC(=C(C=C3)F)Cl)OCCCN4CCOCC4. Drug 2: CC1=C2C(C(=O)C3(C(CC4C(C3C(C(C2(C)C)(CC1OC(=O)C(C(C5=CC=CC=C5)NC(=O)C6=CC=CC=C6)O)O)OC(=O)C7=CC=CC=C7)(CO4)OC(=O)C)O)C)OC(=O)C. Cell line: M14. Synergy scores: CSS=60.7, Synergy_ZIP=0.406, Synergy_Bliss=5.68, Synergy_Loewe=-16.9, Synergy_HSA=5.88.